From a dataset of Catalyst prediction with 721,799 reactions and 888 catalyst types from USPTO. Predict which catalyst facilitates the given reaction. (1) Reactant: [NH2:1][C:2](=[O:37])[C@@H:3]([NH:12][C:13](=[O:36])[C@@H:14]([NH:16][C:17](=[O:35])[C@@H:18]([NH:20][C:21]([C@@H:23]1[CH2:27][CH2:26][CH2:25][N:24]1[C:28]1[S:29][C:30]([CH:33]=[O:34])=[CH:31][N:32]=1)=[O:22])[CH3:19])[CH3:15])[CH2:4][C:5]1[CH:10]=[CH:9][C:8]([OH:11])=[CH:7][CH:6]=1.[BH4-].[Na+]. Product: [NH2:1][C:2](=[O:37])[C@@H:3]([NH:12][C:13](=[O:36])[C@@H:14]([NH:16][C:17](=[O:35])[C@@H:18]([NH:20][C:21]([C@@H:23]1[CH2:27][CH2:26][CH2:25][N:24]1[C:28]1[S:29][C:30]([CH2:33][OH:34])=[CH:31][N:32]=1)=[O:22])[CH3:19])[CH3:15])[CH2:4][C:5]1[CH:6]=[CH:7][C:8]([OH:11])=[CH:9][CH:10]=1. The catalyst class is: 88. (2) Reactant: [C:1]1([S:7]([N:10]2[CH2:15][CH:14]([CH2:16][O:17][CH3:18])[N:13](CC3C=CC=CC=3)[CH:12]([CH2:26][O:27][CH3:28])[CH2:11]2)(=[O:9])=[O:8])[CH:6]=[CH:5][CH:4]=[CH:3][CH:2]=1. Product: [C:1]1([S:7]([N:10]2[CH2:15][CH:14]([CH2:16][O:17][CH3:18])[NH:13][CH:12]([CH2:26][O:27][CH3:28])[CH2:11]2)(=[O:9])=[O:8])[CH:2]=[CH:3][CH:4]=[CH:5][CH:6]=1. The catalyst class is: 29.